Dataset: Peptide-MHC class II binding affinity with 134,281 pairs from IEDB. Task: Regression. Given a peptide amino acid sequence and an MHC pseudo amino acid sequence, predict their binding affinity value. This is MHC class II binding data. (1) The peptide sequence is SRGNRAFIAINLQKN. The MHC is HLA-DQA10104-DQB10503 with pseudo-sequence HLA-DQA10104-DQB10503. The binding affinity (normalized) is 0.591. (2) The peptide sequence is EVTMLYVVASPDLMT. The MHC is DRB1_1101 with pseudo-sequence DRB1_1101. The binding affinity (normalized) is 0.179. (3) The MHC is DRB1_0405 with pseudo-sequence DRB1_0405. The binding affinity (normalized) is 0.536. The peptide sequence is PTLLFLKVPAQNAIST. (4) The peptide sequence is INEPTAAAIAYGMDR. The MHC is HLA-DQA10102-DQB10602 with pseudo-sequence HLA-DQA10102-DQB10602. The binding affinity (normalized) is 0.668. (5) The peptide sequence is IAAYTAALVSGTATA. The MHC is DRB5_0101 with pseudo-sequence DRB5_0101. The binding affinity (normalized) is 0.593. (6) The peptide sequence is GRLLRGYNQFAYDG. The MHC is DRB1_1501 with pseudo-sequence DRB1_1501. The binding affinity (normalized) is 0.852. (7) The peptide sequence is ISLLLIQSWLEPVQF. The MHC is DRB1_1501 with pseudo-sequence DRB1_1501. The binding affinity (normalized) is 0.622. (8) The peptide sequence is KALWIIFSQNMNIKL. The MHC is DRB4_0101 with pseudo-sequence DRB4_0103. The binding affinity (normalized) is 0.552.